Dataset: Peptide-MHC class I binding affinity with 185,985 pairs from IEDB/IMGT. Task: Regression. Given a peptide amino acid sequence and an MHC pseudo amino acid sequence, predict their binding affinity value. This is MHC class I binding data. (1) The peptide sequence is MAMTDTTPF. The MHC is H-2-Kb with pseudo-sequence H-2-Kb. The binding affinity (normalized) is 0.335. (2) The peptide sequence is ELIDVLKTRL. The MHC is HLA-A02:06 with pseudo-sequence HLA-A02:06. The binding affinity (normalized) is 0.298. (3) The peptide sequence is KMDVTPLDY. The MHC is HLA-B27:03 with pseudo-sequence HLA-B27:03. The binding affinity (normalized) is 0.0847. (4) The peptide sequence is RKIYDLIEL. The MHC is HLA-A31:01 with pseudo-sequence HLA-A31:01. The binding affinity (normalized) is 0. (5) The peptide sequence is IGAGICASY. The MHC is HLA-A23:01 with pseudo-sequence HLA-A23:01. The binding affinity (normalized) is 0. (6) The MHC is H-2-Kd with pseudo-sequence H-2-Kd. The peptide sequence is CYYLVGEER. The binding affinity (normalized) is 0.337. (7) The peptide sequence is REFVATTRTL. The MHC is HLA-B44:03 with pseudo-sequence HLA-B44:03. The binding affinity (normalized) is 0.175. (8) The peptide sequence is QINELHHSK. The MHC is HLA-A11:01 with pseudo-sequence HLA-A11:01. The binding affinity (normalized) is 0.609. (9) The peptide sequence is KIMEIVSHLR. The MHC is Patr-A0101 with pseudo-sequence Patr-A0101. The binding affinity (normalized) is 0.628.